Dataset: Full USPTO retrosynthesis dataset with 1.9M reactions from patents (1976-2016). Task: Predict the reactants needed to synthesize the given product. (1) Given the product [Si:16]([O:15][C@@H:14]1[CH2:13][CH2:12][NH:11][CH2:10][C@H:9]1[NH:8][C:6](=[O:7])[O:5][C:1]([CH3:4])([CH3:3])[CH3:2])([C:19]([CH3:22])([CH3:21])[CH3:20])([CH3:18])[CH3:17], predict the reactants needed to synthesize it. The reactants are: [C:1]([O:5][C:6]([NH:8][C@H:9]1[C@H:14]([O:15][Si:16]([C:19]([CH3:22])([CH3:21])[CH3:20])([CH3:18])[CH3:17])[CH2:13][CH2:12][N:11](C(OCC2C=CC=CC=2)=O)[CH2:10]1)=[O:7])([CH3:4])([CH3:3])[CH3:2]. (2) Given the product [N:30]1[C:23]2[C:24](=[N:25][CH:26]=[CH:27][C:22]=2[NH2:10])[NH:28][CH:29]=1, predict the reactants needed to synthesize it. The reactants are: ClC1C=CC=C2C=1[N:10]=C(C1C=CC=CC=1Cl)C(CN)=C2.Cl[C:22]1[CH:27]=[CH:26][N:25]=[C:24]2[N:28](C(OC(C)(C)C)=O)[CH:29]=[N:30][C:23]=12.C(N(C(C)C)CC)(C)C.C(O)CCC. (3) Given the product [CH3:15][N:11]1[CH:12]=[CH:13][N:14]=[C:10]1[C:3](=[N:2][O:1][CH2:17][C:18]1[N:23]=[C:22]([NH2:24])[CH:21]=[CH:20][N:19]=1)[C:4]1[CH:5]=[CH:6][CH:7]=[CH:8][CH:9]=1, predict the reactants needed to synthesize it. The reactants are: [OH:1][N:2]=[C:3]([C:10]1[N:11]([CH3:15])[CH:12]=[CH:13][N:14]=1)[C:4]1[CH:9]=[CH:8][CH:7]=[CH:6][CH:5]=1.Cl[CH2:17][C:18]1[N:23]=[C:22]([NH2:24])[CH:21]=[CH:20][N:19]=1.C(=O)([O-])[O-].[Cs+].[Cs+].[I-].[K+]. (4) Given the product [CH3:5][N:6]1[CH:10]=[C:9]([C:11]([OH:19])([C:13]#[CH:14])[CH3:12])[N:8]=[CH:7]1, predict the reactants needed to synthesize it. The reactants are: O.O.[F-].[K+].[CH3:5][N:6]1[CH:10]=[C:9]([C:11]([OH:19])([C:13]#[C:14][Si](C)(C)C)[CH3:12])[N:8]=[CH:7]1. (5) Given the product [F:1][C:2]1[CH:7]=[CH:6][C:5]([C:8]#[C:9][C:16]([CH:18]2[CH2:23][CH2:22][CH2:21][N:20]([C:24]([O:26][C:27]([CH3:30])([CH3:29])[CH3:28])=[O:25])[CH2:19]2)=[O:17])=[CH:4][CH:3]=1, predict the reactants needed to synthesize it. The reactants are: [F:1][C:2]1[CH:7]=[CH:6][C:5]([C:8]#[CH:9])=[CH:4][CH:3]=1.C[Mg]Br.CON(C)[C:16]([CH:18]1[CH2:23][CH2:22][CH2:21][N:20]([C:24]([O:26][C:27]([CH3:30])([CH3:29])[CH3:28])=[O:25])[CH2:19]1)=[O:17]. (6) Given the product [Cl:1][C:2]1[N:7]=[CH:6][C:5]([CH2:8][N:9]2[CH2:10][C:11](=[CH2:24])[CH2:12][CH:13]3[O:17][C:16](=[O:18])[CH:15]=[C:14]23)=[CH:4][CH:3]=1, predict the reactants needed to synthesize it. The reactants are: [Cl:1][C:2]1[N:7]=[CH:6][C:5]([CH2:8][NH:9][CH2:10][C:11](=[CH2:24])[CH2:12][CH:13]2[O:17][C:16](=[O:18])[CH:15]=[C:14]2N2CCCC2)=[CH:4][CH:3]=1. (7) Given the product [O:9]1[C:10]2[C:15](=[CH:14][C:13]([OH:18])=[CH:12][CH:11]=2)[CH2:16][CH2:17][CH2:8]1, predict the reactants needed to synthesize it. The reactants are: FC1C=C([CH:8]2[CH2:17][CH2:16][C:15]3[C:10](=[CH:11][CH:12]=[C:13]([OH:18])[CH:14]=3)[O:9]2)C=CC=1.[N+](C1C=C(C2CC(O)C3C(=CC=C(O)C=3)O2)C=CC=1)([O-])=O.